Dataset: Full USPTO retrosynthesis dataset with 1.9M reactions from patents (1976-2016). Task: Predict the reactants needed to synthesize the given product. (1) Given the product [CH3:11][C:10]([C:9]1[NH:21][N:20]=[C:2]([C:3]([O:5][CH2:6][CH3:7])=[O:4])[CH:8]=1)([CH3:13])[CH3:12], predict the reactants needed to synthesize it. The reactants are: O[C:2](=[CH:8][C:9](=O)[C:10]([CH3:13])([CH3:12])[CH3:11])[C:3]([O:5][CH2:6][CH3:7])=[O:4].C(O)(=O)C.O.[NH2:20][NH2:21]. (2) Given the product [I:1][C:2]1[CH:3]=[C:4]([C:8]#[N:10])[S:5][C:6]=1[I:7], predict the reactants needed to synthesize it. The reactants are: [I:1][C:2]1[CH:3]=[C:4]([C:8]([NH2:10])=O)[S:5][C:6]=1[I:7].CN(C=O)C.N1C(Cl)=NC(Cl)=NC=1Cl. (3) Given the product [Si:21]([O:28][CH2:29][C@@H:30]([NH:31][C:2]1[C:3]2[CH2:11][N:10]([C:12]3[CH:19]=[CH:18][C:17]([CH3:20])=[CH:16][C:13]=3[C:14]#[N:15])[CH2:9][CH2:8][C:4]=2[N:5]=[CH:6][N:7]=1)[C:32]1[CH:37]=[N:36][C:35]([CH3:38])=[N:34][CH:33]=1)([C:24]([CH3:27])([CH3:26])[CH3:25])([CH3:23])[CH3:22], predict the reactants needed to synthesize it. The reactants are: Cl[C:2]1[C:3]2[CH2:11][N:10]([C:12]3[CH:19]=[CH:18][C:17]([CH3:20])=[CH:16][C:13]=3[C:14]#[N:15])[CH2:9][CH2:8][C:4]=2[N:5]=[CH:6][N:7]=1.[Si:21]([O:28][CH2:29][C@H:30]([C:32]1[CH:33]=[N:34][C:35]([CH3:38])=[N:36][CH:37]=1)[NH2:31])([C:24]([CH3:27])([CH3:26])[CH3:25])([CH3:23])[CH3:22].